From a dataset of Catalyst prediction with 721,799 reactions and 888 catalyst types from USPTO. Predict which catalyst facilitates the given reaction. Reactant: F[C:2]1[CH:8]=[CH:7][C:5]([NH2:6])=[CH:4][C:3]=1[N+:9]([O-:11])=[O:10].[CH3:12][NH:13][CH3:14].O. Product: [CH3:12][N:13]([CH3:14])[C:2]1[CH:8]=[CH:7][C:5]([NH2:6])=[CH:4][C:3]=1[N+:9]([O-:11])=[O:10]. The catalyst class is: 14.